This data is from Full USPTO retrosynthesis dataset with 1.9M reactions from patents (1976-2016). The task is: Predict the reactants needed to synthesize the given product. (1) Given the product [CH2:1]([O:3][C:4]([C:6]1[C:7]2[S:14][CH:13]=[C:12]([CH2:15][O:16][C:17]3[CH:22]=[CH:21][CH:20]=[C:19]([NH:23][C:37](=[O:38])[C:36]4[CH:40]=[CH:41][CH:42]=[C:34]([Cl:33])[CH:35]=4)[CH:18]=3)[C:8]=2[CH:9]=[N:10][CH:11]=1)=[O:5])[CH3:2], predict the reactants needed to synthesize it. The reactants are: [CH2:1]([O:3][C:4]([C:6]1[C:7]2[S:14][CH:13]=[C:12]([CH2:15][O:16][C:17]3[CH:22]=[CH:21][CH:20]=[C:19]([NH2:23])[CH:18]=3)[C:8]=2[CH:9]=[N:10][CH:11]=1)=[O:5])[CH3:2].C(N(C(C)C)CC)(C)C.[Cl:33][C:34]1[CH:35]=[C:36]([CH:40]=[CH:41][CH:42]=1)[C:37](Cl)=[O:38]. (2) The reactants are: [CH3:1][O:2][C:3]1[CH:8]=[CH:7][C:6]([C:9]2[CH:14]=[C:13]([CH2:15][CH:16]3[CH2:21][CH2:20][O:19][CH2:18][CH2:17]3)[N:12]=[C:11]([N:22]3[CH2:27][CH2:26][N:25]([CH3:28])[CH2:24][CH2:23]3)[CH:10]=2)=[CH:5][CH:4]=1.[C:29]([OH:41])(=[O:40])[CH2:30][C:31]([CH2:36][C:37]([OH:39])=[O:38])([C:33]([OH:35])=[O:34])[OH:32]. Given the product [C:29]([OH:41])(=[O:40])[CH2:30][C:31]([CH2:36][C:37]([OH:39])=[O:38])([C:33]([OH:35])=[O:34])[OH:32].[CH3:1][O:2][C:3]1[CH:8]=[CH:7][C:6]([C:9]2[CH:14]=[C:13]([CH2:15][CH:16]3[CH2:17][CH2:18][O:19][CH2:20][CH2:21]3)[N:12]=[C:11]([N:22]3[CH2:27][CH2:26][N:25]([CH3:28])[CH2:24][CH2:23]3)[CH:10]=2)=[CH:5][CH:4]=1, predict the reactants needed to synthesize it. (3) Given the product [CH2:2]([C@H:3]1[C:4](=[O:5])[NH:6][C:7]2([CH2:13][CH2:12][NH:11][CH2:10][CH2:9]2)[S:8]1)[CH3:1], predict the reactants needed to synthesize it. The reactants are: [CH3:1][CH2:2][C@@H:3]1[S:8][C:7]2([CH2:13][CH2:12][N:11](C)[CH2:10][CH2:9]2)[NH:6][C:4]1=[O:5].ClC1C=CC=C(C(OO)=O)C=1.C(N)CN.[OH-].[Na+]. (4) The reactants are: [NH2:1][C:2]1[CH:7]=[CH:6][CH:5]=[CH:4][C:3]=1[CH:8]1[CH2:13][CH2:12][N:11]([CH:14]2[CH2:18][CH2:17][N:16]([C:19](=[O:32])[CH2:20][NH:21][C:22](=[O:31])[C:23]3[CH:28]=[CH:27][C:26]([Cl:29])=[C:25]([Cl:30])[CH:24]=3)[CH2:15]2)[CH2:10][CH2:9]1.C(N(CC)CC)C.[C:40](OC(=O)C)(=[O:42])[CH3:41]. Given the product [C:40]([NH:1][C:2]1[CH:7]=[CH:6][CH:5]=[CH:4][C:3]=1[CH:8]1[CH2:9][CH2:10][N:11]([CH:14]2[CH2:18][CH2:17][N:16]([C:19](=[O:32])[CH2:20][NH:21][C:22](=[O:31])[C:23]3[CH:28]=[CH:27][C:26]([Cl:29])=[C:25]([Cl:30])[CH:24]=3)[CH2:15]2)[CH2:12][CH2:13]1)(=[O:42])[CH3:41], predict the reactants needed to synthesize it.